From a dataset of Forward reaction prediction with 1.9M reactions from USPTO patents (1976-2016). Predict the product of the given reaction. Given the reactants C[O:2][C:3]([C:5]1[N:6]=[N:7][N:8]([CH2:16][C:17]2[CH:22]=[C:21]([C:23]([F:26])([F:25])[F:24])[CH:20]=[C:19]([C:27]([F:30])([F:29])[F:28])[CH:18]=2)[C:9]=1[C:10]1[CH:11]=[N:12][CH:13]=[CH:14][CH:15]=1)=O.[BH4-].[Na+].O, predict the reaction product. The product is: [F:26][C:23]([F:24])([F:25])[C:21]1[CH:22]=[C:17]([CH:18]=[C:19]([C:27]([F:28])([F:30])[F:29])[CH:20]=1)[CH2:16][N:8]1[C:9]([C:10]2[CH:11]=[N:12][CH:13]=[CH:14][CH:15]=2)=[C:5]([CH2:3][OH:2])[N:6]=[N:7]1.